Dataset: Reaction yield outcomes from USPTO patents with 853,638 reactions. Task: Predict the reaction yield, written as a fraction of the theoretical maximum amount of product (1.0 means a 100% yield; for example, 0.34 means a 34% yield). (1) The reactants are C(O[C:6]([N:8]1[CH2:13][CH2:12][N:11](C2C(=O)N(CC(C)C)N=C(C3C=CC(C)=C(F)C=3)C=2C)[CH2:10][CH2:9]1)=O)(C)(C)C.[Cl:34][C:35]1[CH:40]=[CH:39][C:38]([CH2:41][CH2:42][CH2:43][N:44]2[C:49](=[O:50])[C:48]([CH2:51]OS(C)(=O)=O)=[CH:47][C:46]([C:57]3[CH:62]=[CH:61][C:60]([F:63])=[C:59]([CH3:64])[CH:58]=3)=[N:45]2)=[CH:37][CH:36]=1. No catalyst specified. The product is [Cl:34][C:35]1[CH:40]=[CH:39][C:38]([CH2:41][CH2:42][CH2:43][N:44]2[C:49](=[O:50])[C:48]([CH2:51][N:11]3[CH2:12][CH2:13][N:8]([CH3:6])[CH2:9][CH2:10]3)=[CH:47][C:46]([C:57]3[CH:62]=[CH:61][C:60]([F:63])=[C:59]([CH3:64])[CH:58]=3)=[N:45]2)=[CH:37][CH:36]=1. The yield is 0.592. (2) The reactants are [C:1]([O:5][C:6]([NH:8][C:9]1[CH:14]=[CH:13][CH:12]=[CH:11][C:10]=1[NH:15][C:16](=[O:32])[C:17]1[CH:22]=[CH:21][C:20](B2OC(C)(C)C(C)(C)O2)=[CH:19][CH:18]=1)=[O:7])([CH3:4])([CH3:3])[CH3:2].Br[C:34]1[C:39]([Br:40])=[CH:38][CH:37]=[CH:36][N:35]=1. No catalyst specified. The product is [Br:40][C:39]1[C:34]([C:20]2[CH:21]=[CH:22][C:17]([C:16]([NH:15][C:10]3[CH:11]=[CH:12][CH:13]=[CH:14][C:9]=3[NH:8][C:6](=[O:7])[O:5][C:1]([CH3:3])([CH3:2])[CH3:4])=[O:32])=[CH:18][CH:19]=2)=[N:35][CH:36]=[CH:37][CH:38]=1. The yield is 0.200. (3) The reactants are [NH2:1][C:2]1[CH:7]=[CH:6][C:5]([NH:8][C:9]2[N:13]=[CH:12][N:11]([C:14]3[CH:19]=[CH:18][N:17]=[C:16]([N:20]4[CH2:25][CH:24]([CH3:26])[N:23]([C:27](=[O:29])[CH3:28])[CH:22]([CH3:30])[CH2:21]4)[CH:15]=3)[N:10]=2)=[CH:4][CH:3]=1.Cl[CH2:32][CH2:33][O:34][CH2:35][CH2:36]Cl.[I-].[Na+].C([O-])([O-])=O.[K+].[K+]. The catalyst is CN(C=O)C. The product is [CH3:26][CH:24]1[CH2:25][N:20]([C:16]2[CH:15]=[C:14]([N:11]3[CH:12]=[N:13][C:9]([NH:8][C:5]4[CH:6]=[CH:7][C:2]([N:1]5[CH2:36][CH2:35][O:34][CH2:33][CH2:32]5)=[CH:3][CH:4]=4)=[N:10]3)[CH:19]=[CH:18][N:17]=2)[CH2:21][CH:22]([CH3:30])[N:23]1[C:27](=[O:29])[CH3:28]. The yield is 0.598.